This data is from Reaction yield outcomes from USPTO patents with 853,638 reactions. The task is: Predict the reaction yield, written as a fraction of the theoretical maximum amount of product (1.0 means a 100% yield; for example, 0.34 means a 34% yield). The reactants are [N+:1]([C:4]1[CH:5]=[C:6]2[C:10](=[CH:11][CH:12]=1)[NH:9][C:8]([C:13]([O:15][CH2:16][CH3:17])=[O:14])=[CH:7]2)([O-:3])=[O:2].C([O-])([O-])=O.[Cs+].[Cs+].Br[CH2:25][CH:26]1[CH2:28][CH2:27]1. The catalyst is CC#N. The product is [CH:26]1([CH2:25][N:9]2[C:10]3[C:6](=[CH:5][C:4]([N+:1]([O-:3])=[O:2])=[CH:12][CH:11]=3)[CH:7]=[C:8]2[C:13]([O:15][CH2:16][CH3:17])=[O:14])[CH2:28][CH2:27]1. The yield is 0.680.